From a dataset of Catalyst prediction with 721,799 reactions and 888 catalyst types from USPTO. Predict which catalyst facilitates the given reaction. (1) Reactant: C([O-])(=O)C.[K+].Br[C:7]1[CH:8]=[C:9]([CH:12]=[CH:13][C:14]=1[O:15][C:16]1[CH:21]=[CH:20][C:19]([Cl:22])=[CH:18][CH:17]=1)[C:10]#[N:11].[CH3:23][C:24]1([CH3:40])[C:28]([CH3:30])([CH3:29])[O:27][B:26]([B:26]2[O:27][C:28]([CH3:30])([CH3:29])[C:24]([CH3:40])([CH3:23])[O:25]2)[O:25]1. Product: [Cl:22][C:19]1[CH:20]=[CH:21][C:16]([O:15][C:14]2[CH:13]=[CH:12][C:9]([C:10]#[N:11])=[CH:8][C:7]=2[B:26]2[O:27][C:28]([CH3:30])([CH3:29])[C:24]([CH3:40])([CH3:23])[O:25]2)=[CH:17][CH:18]=1. The catalyst class is: 418. (2) Reactant: [C:1]([C:3]1[CH:35]=[CH:34][C:6]([O:7][C:8]2[CH:31]=[CH:30][C:11]3[C:12]([CH2:15][CH2:16][CH:17]4[CH2:22][CH2:21][N:20]([C:23]([O:25][C:26]([CH3:29])([CH3:28])[CH3:27])=[O:24])[CH2:19][CH2:18]4)=[N:13][O:14][C:10]=3[C:9]=2[CH:32]=O)=[CH:5][CH:4]=1)#[N:2].[CH3:36][NH:37][CH3:38].C(O[BH-](OC(=O)C)OC(=O)C)(=O)C.[Na+].C(=O)([O-])[O-].[Na+].[Na+]. Product: [C:1]([C:3]1[CH:35]=[CH:34][C:6]([O:7][C:8]2[CH:31]=[CH:30][C:11]3[C:12]([CH2:15][CH2:16][CH:17]4[CH2:22][CH2:21][N:20]([C:23]([O:25][C:26]([CH3:28])([CH3:27])[CH3:29])=[O:24])[CH2:19][CH2:18]4)=[N:13][O:14][C:10]=3[C:9]=2[CH2:32][N:37]([CH3:38])[CH3:36])=[CH:5][CH:4]=1)#[N:2]. The catalyst class is: 322. (3) Reactant: [CH2:1]([O:8][C:9]([NH:11][C@H:12]1[CH2:16][CH2:15][N:14]([C@H:17]2[CH2:22][CH2:21][NH:20][CH2:19][C@H:18]2[C:23]([O:25][CH3:26])=[O:24])[C:13]1=[O:27])=[O:10])[C:2]1[CH:7]=[CH:6][CH:5]=[CH:4][CH:3]=1.C(O[BH-](OC(=O)C)OC(=O)C)(=O)C.[Na+].[CH3:42][C:43]([CH3:45])=O.[OH-].[Na+]. Product: [CH2:1]([O:8][C:9]([NH:11][C@H:12]1[CH2:16][CH2:15][N:14]([CH:17]2[CH2:22][CH2:21][N:20]([CH:43]([CH3:45])[CH3:42])[CH2:19][CH:18]2[C:23]([O:25][CH3:26])=[O:24])[C:13]1=[O:27])=[O:10])[C:2]1[CH:7]=[CH:6][CH:5]=[CH:4][CH:3]=1. The catalyst class is: 2.